From a dataset of NCI-60 drug combinations with 297,098 pairs across 59 cell lines. Regression. Given two drug SMILES strings and cell line genomic features, predict the synergy score measuring deviation from expected non-interaction effect. (1) Synergy scores: CSS=64.2, Synergy_ZIP=6.95, Synergy_Bliss=8.58, Synergy_Loewe=4.08, Synergy_HSA=11.4. Drug 2: CC=C1C(=O)NC(C(=O)OC2CC(=O)NC(C(=O)NC(CSSCCC=C2)C(=O)N1)C(C)C)C(C)C. Cell line: NCI-H322M. Drug 1: C1=NC2=C(N1)C(=S)N=C(N2)N. (2) Drug 1: CC1=C2C(C(=O)C3(C(CC4C(C3C(C(C2(C)C)(CC1OC(=O)C(C(C5=CC=CC=C5)NC(=O)OC(C)(C)C)O)O)OC(=O)C6=CC=CC=C6)(CO4)OC(=O)C)O)C)O. Drug 2: C1=CN(C=N1)CC(O)(P(=O)(O)O)P(=O)(O)O. Cell line: SNB-75. Synergy scores: CSS=1.42, Synergy_ZIP=1.76, Synergy_Bliss=4.86, Synergy_Loewe=2.09, Synergy_HSA=3.78. (3) Drug 1: CCC(=C(C1=CC=CC=C1)C2=CC=C(C=C2)OCCN(C)C)C3=CC=CC=C3.C(C(=O)O)C(CC(=O)O)(C(=O)O)O. Drug 2: C1CC(C1)(C(=O)O)C(=O)O.[NH2-].[NH2-].[Pt+2]. Cell line: UO-31. Synergy scores: CSS=3.55, Synergy_ZIP=-1.82, Synergy_Bliss=-1.34, Synergy_Loewe=0.157, Synergy_HSA=-0.0132. (4) Drug 1: CC1OCC2C(O1)C(C(C(O2)OC3C4COC(=O)C4C(C5=CC6=C(C=C35)OCO6)C7=CC(=C(C(=C7)OC)O)OC)O)O. Drug 2: CC1C(C(CC(O1)OC2CC(CC3=C2C(=C4C(=C3O)C(=O)C5=C(C4=O)C(=CC=C5)OC)O)(C(=O)CO)O)N)O.Cl. Cell line: OVCAR-8. Synergy scores: CSS=49.6, Synergy_ZIP=-7.66, Synergy_Bliss=-4.50, Synergy_Loewe=0.264, Synergy_HSA=1.61.